Dataset: Catalyst prediction with 721,799 reactions and 888 catalyst types from USPTO. Task: Predict which catalyst facilitates the given reaction. (1) Reactant: C[O:2][C:3](=[O:24])[C:4]1[C:5](=[C:10]([NH:14][C:15]2[CH:20]=[CH:19][C:18]3[O:21][CH2:22][O:23][C:17]=3[CH:16]=2)[CH:11]=[CH:12][CH:13]=1)[C:6]([O:8]C)=[O:7].[OH-].[Na+]. Product: [CH2:22]1[O:21][C:18]2[CH:19]=[CH:20][C:15]([NH:14][C:10]3[CH:11]=[CH:12][CH:13]=[C:4]([C:3]([OH:24])=[O:2])[C:5]=3[C:6]([OH:8])=[O:7])=[CH:16][C:17]=2[O:23]1. The catalyst class is: 8. (2) Reactant: [CH3:1][C:2]1([CH3:32])[CH2:7][N:6]([CH2:8][C:9]2[CH:14]=[CH:13][C:12]([N:15]3[CH2:20][CH2:19][O:18][CH2:17][CH2:16]3)=[CH:11][C:10]=2[C:21]([F:24])([F:23])[F:22])[CH2:5][CH2:4][N:3]1C(OC(C)(C)C)=O.FC(F)(F)C(O)=O. Product: [CH3:1][C:2]1([CH3:32])[NH:3][CH2:4][CH2:5][N:6]([CH2:8][C:9]2[CH:14]=[CH:13][C:12]([N:15]3[CH2:20][CH2:19][O:18][CH2:17][CH2:16]3)=[CH:11][C:10]=2[C:21]([F:24])([F:22])[F:23])[CH2:7]1. The catalyst class is: 4. (3) Reactant: [O:1]1[CH2:6][CH2:5][CH:4]([NH2:7])[CH2:3][CH2:2]1.[CH:8]([C:10]1[CH:18]=[CH:17][C:13]([C:14](O)=[O:15])=[CH:12][CH:11]=1)=[O:9].CCN=C=NCCCN(C)C.C1C=CC2N(O)N=NC=2C=1.CN1CCOCC1. Product: [CH:8]([C:10]1[CH:18]=[CH:17][C:13]([C:14]([NH:7][CH:4]2[CH2:5][CH2:6][O:1][CH2:2][CH2:3]2)=[O:15])=[CH:12][CH:11]=1)=[O:9]. The catalyst class is: 59. (4) Reactant: N(OCCC(C)C)=O.[F:9][C:10]1[CH:11]=[C:12]([F:20])[C:13]2[S:17][C:16](N)=[N:15][C:14]=2[CH:19]=1.[ClH:21]. Product: [Cl:21][C:16]1[S:17][C:13]2[C:12]([F:20])=[CH:11][C:10]([F:9])=[CH:19][C:14]=2[N:15]=1. The catalyst class is: 879. (5) Reactant: C[O:2][C:3](=[O:17])[CH:4](Br)[C:5]1[CH:10]=[CH:9][C:8]([O:11][C:12]([F:15])([F:14])[F:13])=[CH:7][CH:6]=1.[CH:18]1([SH:23])[CH2:22][CH2:21][CH2:20][CH2:19]1.[NH2:24][C:25]1[S:26][CH:27]=[CH:28][N:29]=1. Product: [CH:18]1([S:23][CH:4]([C:5]2[CH:10]=[CH:9][C:8]([O:11][C:12]([F:15])([F:14])[F:13])=[CH:7][CH:6]=2)[C:3]([OH:2])=[O:17])[CH2:22][CH2:21][CH2:20][CH2:19]1.[CH:18]1([S:23][CH:4]([C:5]2[CH:6]=[CH:7][C:8]([O:11][C:12]([F:13])([F:14])[F:15])=[CH:9][CH:10]=2)[C:3]([NH:24][C:25]2[S:26][CH:27]=[CH:28][N:29]=2)=[O:17])[CH2:22][CH2:21][CH2:20][CH2:19]1. The catalyst class is: 1. (6) Reactant: [CH3:1][C:2]1[CH:10]=[CH:9][C:5](C(O)=O)=[CH:4][N:3]=1.CC[N:13]([CH:17](C)C)C(C)C.P(N=[N+]=[N-])(=O)(OC1C=CC=CC=1)[O:21]C1C=CC=CC=1.[C:39]([OH:43])([CH3:42])([CH3:41])[CH3:40].[NH4+].[Cl-]. Product: [CH3:1][C:2]1[N:3]=[CH:4][C:5]([NH:13][C:17](=[O:21])[O:43][C:39]([CH3:42])([CH3:41])[CH3:40])=[CH:9][CH:10]=1. The catalyst class is: 260. (7) Reactant: [CH:1]1([N:7]2[CH2:11][CH2:10][NH:9][C:8]2=[O:12])[CH2:6][CH2:5][CH2:4][CH2:3][CH2:2]1.N1C=CC=CC=1.[C:19](Cl)(Cl)=[O:20].[CH3:23][N:24]1[CH:28]=[C:27]([C:29]2[CH:34]=[C:33]([O:35][C:36]3[CH:37]=[CH:38][C:39]([NH2:42])=[N:40][CH:41]=3)[CH:32]=[CH:31][N:30]=2)[CH:26]=[N:25]1. Product: [CH:1]1([N:7]2[CH2:11][CH2:10][N:9]([C:19]([NH:42][C:39]3[CH:38]=[CH:37][C:36]([O:35][C:33]4[CH:32]=[CH:31][N:30]=[C:29]([C:27]5[CH:26]=[N:25][N:24]([CH3:23])[CH:28]=5)[CH:34]=4)=[CH:41][N:40]=3)=[O:20])[C:8]2=[O:12])[CH2:2][CH2:3][CH2:4][CH2:5][CH2:6]1. The catalyst class is: 34. (8) Reactant: I[C:2]1[C:7]([OH:8])=[CH:6][CH:5]=[CH:4][N:3]=1.[C:9]1(B(O)O)[CH:14]=[CH:13][CH:12]=[CH:11][CH:10]=1.C([O-])([O-])=O.[Na+].[Na+]. Product: [C:9]1([C:2]2[C:7]([OH:8])=[CH:6][CH:5]=[CH:4][N:3]=2)[CH:14]=[CH:13][CH:12]=[CH:11][CH:10]=1. The catalyst class is: 57.